From a dataset of Reaction yield outcomes from USPTO patents with 853,638 reactions. Predict the reaction yield, written as a fraction of the theoretical maximum amount of product (1.0 means a 100% yield; for example, 0.34 means a 34% yield). (1) The reactants are [N:1]12[CH2:9][CH2:8][CH:5]([CH2:6][CH2:7]1)[NH:4][C:3](=O)[CH2:2]2.O1CCOCC1. The catalyst is O. The product is [N:1]12[CH2:9][CH2:8][CH:5]([CH2:6][CH2:7]1)[NH:4][CH2:3][CH2:2]2. The yield is 0.780. (2) The reactants are F.F.F.C(N(CC)CC)C.[Si]([O:28][CH2:29][C@H:30]1[O:34][C@@H:33]([N:35]2[CH:42]=[C:41]([CH3:43])[C:39](=[O:40])[NH:38][C:36]2=[O:37])[C@H:32]([O:44][CH2:45][CH2:46][O:47][N:48]([CH3:50])[CH3:49])[C@@H:31]1[OH:51])(C(C)(C)C)(C1C=CC=CC=1)C1C=CC=CC=1.CO. The catalyst is C1COCC1. The product is [CH3:49][N:48]([CH3:50])[O:47][CH2:46][CH2:45][O:44][C@@H:32]1[C@H:31]([OH:51])[C@@H:30]([CH2:29][OH:28])[O:34][C@H:33]1[N:35]1[CH:42]=[C:41]([CH3:43])[C:39](=[O:40])[NH:38][C:36]1=[O:37]. The yield is 0.925.